From a dataset of Reaction yield outcomes from USPTO patents with 853,638 reactions. Predict the reaction yield, written as a fraction of the theoretical maximum amount of product (1.0 means a 100% yield; for example, 0.34 means a 34% yield). (1) The reactants are [OH:1][CH:2]1[CH2:7][CH2:6][N:5]([C:8]([O:10][C:11]([CH3:14])([CH3:13])[CH3:12])=[O:9])[CH2:4][CH2:3]1.[CH3:15][S:16](Cl)(=[O:18])=[O:17]. The catalyst is C(Cl)Cl. The product is [CH3:15][S:16]([O:1][CH:2]1[CH2:3][CH2:4][N:5]([C:8]([O:10][C:11]([CH3:14])([CH3:13])[CH3:12])=[O:9])[CH2:6][CH2:7]1)(=[O:18])=[O:17]. The yield is 0.770. (2) The reactants are [Cl:1][C:2]1[C:7]([OH:8])=[CH:6][C:5]([Cl:9])=[C:4](I)[N:3]=1.[C:11]1([CH3:32])[CH:16]=[CH:15][CH:14]=[CH:13][C:12]=1P([C:12]1[CH:13]=[CH:14][CH:15]=[CH:16][C:11]=1[CH3:32])[C:12]1[CH:13]=[CH:14][CH:15]=[CH:16][C:11]=1[CH3:32].C(=O)([O-])[O-].[Na+].[Na+].CC1C=CC(B(O)O)=CC=1. The catalyst is O1CCOCC1.O.C([O-])(=O)C.[Pd+2].C([O-])(=O)C. The product is [Cl:1][C:2]1[C:7]([OH:8])=[CH:6][C:5]([Cl:9])=[C:4]([C:14]2[CH:15]=[CH:16][C:11]([CH3:32])=[CH:12][CH:13]=2)[N:3]=1. The yield is 0.980. (3) The reactants are [O:1]1[C:5]2[CH:6]=[CH:7][CH:8]=[CH:9][C:4]=2[N:3]=[C:2]1[NH:10][C:11]([CH:13]([C:22]1[CH:30]=[CH:29][C:25]([C:26]([OH:28])=O)=[CH:24][CH:23]=1)[CH2:14][C:15]1[CH:20]=[CH:19][C:18]([F:21])=[CH:17][CH:16]=1)=[O:12].C1C=NC2N(O)N=NC=2C=1.CCN=C=NCCCN(C)C.Cl.CCN(C(C)C)C(C)C.[CH3:62][N:63]([CH3:67])[CH2:64][CH2:65][NH2:66]. The catalyst is CN(C=O)C. The product is [O:1]1[C:5]2[CH:6]=[CH:7][CH:8]=[CH:9][C:4]=2[N:3]=[C:2]1[NH:10][C:11]([CH:13]([C:22]1[CH:23]=[CH:24][C:25]([C:26]([NH:66][CH2:65][CH2:64][N:63]([CH3:67])[CH3:62])=[O:28])=[CH:29][CH:30]=1)[CH2:14][C:15]1[CH:16]=[CH:17][C:18]([F:21])=[CH:19][CH:20]=1)=[O:12]. The yield is 0.600. (4) The reactants are Cl[C:2]1[N:10]=[CH:9][N:8]=[C:7]2[C:3]=1[N:4]=[C:5]([C:18]1[CH:23]=[CH:22][CH:21]=[CH:20][C:19]=1[Cl:24])[N:6]2[C:11]1[CH:16]=[CH:15][C:14]([Cl:17])=[CH:13][CH:12]=1.[NH2:25][C@@H:26]1[CH2:31][CH2:30][CH2:29][N:28]([C:32]([O:34][C:35]([CH3:38])([CH3:37])[CH3:36])=[O:33])[CH2:27]1.C(N(CC)CC)C. The catalyst is C(O)C. The product is [Cl:24][C:19]1[CH:20]=[CH:21][CH:22]=[CH:23][C:18]=1[C:5]1[N:6]([C:11]2[CH:12]=[CH:13][C:14]([Cl:17])=[CH:15][CH:16]=2)[C:7]2[C:3]([N:4]=1)=[C:2]([NH:25][C@@H:26]1[CH2:31][CH2:30][CH2:29][N:28]([C:32]([O:34][C:35]([CH3:38])([CH3:37])[CH3:36])=[O:33])[CH2:27]1)[N:10]=[CH:9][N:8]=2. The yield is 0.860. (5) The reactants are [OH:1][C:2]1[CH:9]=[CH:8][C:5]([CH:6]=[O:7])=[CH:4][C:3]=1[O:10][CH3:11].C(=O)([O-])[O-].[K+].[K+].[Cl:18][C:19]1[CH:24]=[C:23]([C:25]([F:28])([F:27])[F:26])[CH:22]=[CH:21][C:20]=1F.O. The catalyst is CS(C)=O. The product is [Cl:18][C:19]1[CH:24]=[C:23]([C:25]([F:26])([F:27])[F:28])[CH:22]=[CH:21][C:20]=1[O:1][C:2]1[CH:9]=[CH:8][C:5]([CH:6]=[O:7])=[CH:4][C:3]=1[O:10][CH3:11]. The yield is 0.630. (6) The reactants are [NH2:1][C:2]1[CH:10]=[C:6]([C:7]([OH:9])=[O:8])[C:5]([OH:11])=[CH:4][CH:3]=1.[N+:12]([C:15]1[CH:20]=[CH:19][C:18]([CH2:21][CH2:22][CH2:23]Br)=[CH:17][CH:16]=1)([O-:14])=[O:13]. No catalyst specified. The product is [OH:11][C:5]1[CH:4]=[CH:3][C:2]([NH:1][CH2:23][CH2:22][CH2:21][C:18]2[CH:19]=[CH:20][C:15]([N+:12]([O-:14])=[O:13])=[CH:16][CH:17]=2)=[CH:10][C:6]=1[C:7]([OH:9])=[O:8]. The yield is 0.500. (7) The reactants are N1C=CC=CC=1.[OH:7][C:8]1[CH:9]=[C:10]2[C:14](=[CH:15][CH:16]=1)[N:13]([CH3:17])[C:12]([CH3:18])=[C:11]2[C:19]([OH:21])=[O:20].[C:22](OC(=O)C)(=[O:24])[CH3:23].Cl. The catalyst is CCOC(C)=O.C(Cl)Cl. The product is [C:22]([O:7][C:8]1[CH:9]=[C:10]2[C:14](=[CH:15][CH:16]=1)[N:13]([CH3:17])[C:12]([CH3:18])=[C:11]2[C:19]([OH:21])=[O:20])(=[O:24])[CH3:23]. The yield is 0.750.